Task: Predict which catalyst facilitates the given reaction.. Dataset: Catalyst prediction with 721,799 reactions and 888 catalyst types from USPTO (1) Reactant: [C:1]([O:5][C@@H:6]([C:11]1[C:38]([CH3:39])=[CH:37][C:36]2=[N:40][C:33]3=[CH:34][N:35]2[C:12]=1[N:13]1[CH2:44][CH2:43][C:16]([CH3:45])([O:17][CH2:18][CH2:19][CH2:20][CH2:21][CH2:22][O:23][C:24]2[CH:25]=[CH:26][C:27]([F:42])=[CH:28][C:29]=2[CH2:30][NH:31][C:32]3=[O:41])[CH2:15][CH2:14]1)[C:7]([O:9]C)=[O:8])([CH3:4])([CH3:3])[CH3:2].CO.O[Li].O. Product: [C:1]([O:5][C@@H:6]([C:11]1[C:38]([CH3:39])=[CH:37][C:36]2=[N:40][C:33]3=[CH:34][N:35]2[C:12]=1[N:13]1[CH2:14][CH2:15][C:16]([CH3:45])([O:17][CH2:18][CH2:19][CH2:20][CH2:21][CH2:22][O:23][C:24]2[CH:25]=[CH:26][C:27]([F:42])=[CH:28][C:29]=2[CH2:30][NH:31][C:32]3=[O:41])[CH2:43][CH2:44]1)[C:7]([OH:9])=[O:8])([CH3:4])([CH3:2])[CH3:3]. The catalyst class is: 6. (2) Reactant: [OH:1][C@H:2]1[CH2:7][CH2:6][C@H:5]([CH:8]([CH3:14])[C:9]([O:11][CH2:12][CH3:13])=[O:10])[CH2:4][CH2:3]1.C[Si](C)(C)[N-][Si](C)(C)C.[K+].[Cl:25][C:26]1[C:27]([CH3:33])=[N:28][CH:29]=[CH:30][C:31]=1Cl. Product: [Cl:25][C:26]1[C:27]([CH3:33])=[N:28][CH:29]=[CH:30][C:31]=1[O:1][C@H:2]1[CH2:3][CH2:4][C@H:5]([CH:8]([CH3:14])[C:9]([O:11][CH2:12][CH3:13])=[O:10])[CH2:6][CH2:7]1. The catalyst class is: 1. (3) Reactant: [F:1][C:2]1[N:7]=[C:6]([F:8])[C:5]([Cl:9])=[C:4](F)[N:3]=1.[CH3:11][CH:12]1[CH2:17][CH:16]([CH3:18])[CH2:15][NH:14][CH2:13]1. Product: [Cl:9][C:5]1[C:6]([F:8])=[N:7][C:2]([F:1])=[N:3][C:4]=1[N:14]1[CH2:15][CH:16]([CH3:18])[CH2:17][CH:12]([CH3:11])[CH2:13]1. The catalyst class is: 7. (4) Product: [F:41][C:25]1[CH:24]=[C:23]([C:9]2[CH:10]=[N:11][N:12]([CH:14]([CH3:20])[C:15]([O:17][CH2:18][CH3:19])=[O:16])[CH:13]=2)[C:35]2[C:34]3[C:29](=[CH:30][CH:31]=[CH:32][CH:33]=3)[C@:28]([OH:36])([C:37]([F:39])([F:40])[F:38])[C:27]=2[CH:26]=1. Reactant: CC1(C)C(C)(C)OB([C:9]2[CH:10]=[N:11][N:12]([CH:14]([CH3:20])[C:15]([O:17][CH2:18][CH3:19])=[O:16])[CH:13]=2)O1.Cl[C:23]1[C:35]2[C:34]3[C:29](=[CH:30][CH:31]=[CH:32][CH:33]=3)[C@@:28]([C:37]([F:40])([F:39])[F:38])([OH:36])[C:27]=2[CH:26]=[C:25]([F:41])[CH:24]=1.C(=O)([O-])O.[Na+].C1(P(C2CCCCC2)C2C=CC=CC=2C2C(OC)=CC=CC=2OC)CCCCC1. The catalyst class is: 498. (5) Reactant: [ClH:1].[CH3:2][N:3]1[CH2:25][CH2:24][C:6]2[N:7]([CH2:15][CH2:16][C:17]3[CH:18]=[N:19][C:20]([CH3:23])=[CH:21][CH:22]=3)[C:8]3[CH:9]=[CH:10][C:11]([CH3:14])=[CH:12][C:13]=3[C:5]=2[CH2:4]1. Product: [ClH:1].[ClH:1].[CH3:2][N:3]1[CH2:25][CH2:24][C:6]2[N:7]([CH2:15][CH2:16][C:17]3[CH:18]=[N:19][C:20]([CH3:23])=[CH:21][CH:22]=3)[C:8]3[CH:9]=[CH:10][C:11]([CH3:14])=[CH:12][C:13]=3[C:5]=2[CH2:4]1. The catalyst class is: 5. (6) Reactant: COC1C=CC(C[N:8]([C:33]2[S:34][CH:35]=[CH:36][N:37]=2)[S:9]([C:12]2[CH:13]=[CH:14][C:15]3[N:20]([C:21]4[CH:31]=[CH:30][CH:29]=[CH:28][C:22]=4[O:23][CH2:24][C:25]([NH2:27])=[O:26])[CH2:19][CH2:18][O:17][C:16]=3[CH:32]=2)(=[O:11])=[O:10])=CC=1.C(O)(C(F)(F)F)=O. Product: [S:34]1[CH:35]=[CH:36][N:37]=[C:33]1[NH:8][S:9]([C:12]1[CH:13]=[CH:14][C:15]2[N:20]([C:21]3[CH:31]=[CH:30][CH:29]=[CH:28][C:22]=3[O:23][CH2:24][C:25]([NH2:27])=[O:26])[CH2:19][CH2:18][O:17][C:16]=2[CH:32]=1)(=[O:10])=[O:11]. The catalyst class is: 2.